From a dataset of Reaction yield outcomes from USPTO patents with 853,638 reactions. Predict the reaction yield, written as a fraction of the theoretical maximum amount of product (1.0 means a 100% yield; for example, 0.34 means a 34% yield). (1) The reactants are [F:1][C:2]1[CH:7]=[C:6]([I:8])[CH:5]=[CH:4][C:3]=1[NH:9][C:10](=[O:37])[C@@H:11]([N:20]1[C:24](=[O:25])[C@@H:23]([C:26]2[CH:31]=[CH:30][C:29]([O:32][CH2:33][CH2:34][OH:35])=[CH:28][CH:27]=2)[NH:22][C:21]1=[O:36])[C@H:12]([C:14]1[CH:19]=[CH:18][CH:17]=[CH:16][CH:15]=1)[CH3:13]. The catalyst is CO. The product is [F:1][C:2]1[CH:7]=[C:6]([I:8])[CH:5]=[CH:4][C:3]=1[NH:9][C:10](=[O:37])[C@@H:11]([N:20]1[C:24](=[O:25])[C@H:23]([C:26]2[CH:27]=[CH:28][C:29]([O:32][CH2:33][CH2:34][OH:35])=[CH:30][CH:31]=2)[NH:22][C:21]1=[O:36])[C@H:12]([C:14]1[CH:19]=[CH:18][CH:17]=[CH:16][CH:15]=1)[CH3:13]. The yield is 0.180. (2) The product is [Br:3][C:4]1[C:9]2[N:10]([C:16]3[CH:17]=[CH:18][CH:19]=[CH:20][CH:21]=3)[C:11]([C@@H:13]([NH:15][C:23]3[N:31]=[CH:30][N:29]=[C:28]4[C:24]=3[N:25]=[CH:26][N:27]4[CH:32]3[CH2:37][CH2:36][CH2:35][CH2:34][O:33]3)[CH3:14])=[N:12][C:8]=2[CH:7]=[CH:6][CH:5]=1. The reactants are Cl.Cl.[Br:3][C:4]1[C:9]2[N:10]([C:16]3[CH:21]=[CH:20][CH:19]=[CH:18][CH:17]=3)[C:11]([C@@H:13]([NH2:15])[CH3:14])=[N:12][C:8]=2[CH:7]=[CH:6][CH:5]=1.Cl[C:23]1[N:31]=[CH:30][N:29]=[C:28]2[C:24]=1[N:25]=[CH:26][N:27]2[CH:32]1[CH2:37][CH2:36][CH2:35][CH2:34][O:33]1.CCN(C(C)C)C(C)C. The catalyst is CC(O)C. The yield is 0.670. (3) The reactants are [CH:1]1([N:4]2[CH:8]=[C:7]([C:9]3[CH:14]=[CH:13][C:12]([F:15])=[CH:11][CH:10]=3)[N:6]=[CH:5]2)[CH2:3][CH2:2]1.C1C(=O)N([Br:23])C(=O)C1. The catalyst is C(Cl)Cl.O. The product is [Br:23][C:8]1[N:4]([CH:1]2[CH2:3][CH2:2]2)[CH:5]=[N:6][C:7]=1[C:9]1[CH:14]=[CH:13][C:12]([F:15])=[CH:11][CH:10]=1. The yield is 0.790. (4) The catalyst is C(Cl)Cl.CC(OI1(OC(C)=O)(OC(C)=O)OC(=O)C2C=CC=CC1=2)=O. The yield is 0.860. The reactants are CC(OI1(OC(C)=O)(OC(C)=O)OC(=O)C2C=CC=CC1=2)=O.[Cl:23][C:24]1[N:32]=[CH:31][N:30]=[C:29]2[C:25]=1[N:26]=[CH:27][N:28]2[C@H:33]1[C@@H:37]2[O:38][C:39]([CH3:42])([CH3:41])[O:40][C@@H:36]2[C@@H:35]([CH2:43][OH:44])[O:34]1.S([O-])([O-])(=O)=S.[Na+].[Na+]. The product is [Cl:23][C:24]1[N:32]=[CH:31][N:30]=[C:29]2[C:25]=1[N:26]=[CH:27][N:28]2[C@H:33]1[C@@H:37]2[O:38][C:39]([CH3:41])([CH3:42])[O:40][C@H:36]2[C@H:35]([CH:43]=[O:44])[O:34]1. (5) The reactants are CS([O:5][C:6]1[CH:11]=[CH:10][C:9]([C:12](=[O:39])[CH:13]([N:15]([CH2:32][C:33]2[CH:38]=[CH:37][CH:36]=[CH:35][CH:34]=2)[CH2:16][CH2:17][C:18]2[CH:23]=[CH:22][C:21]([O:24][CH2:25][C:26]3[CH:31]=[CH:30][CH:29]=[CH:28][CH:27]=3)=[CH:20][CH:19]=2)[CH3:14])=[CH:8][CH:7]=1)(=O)=O.O.[OH-].[K+].Cl. The catalyst is CC(C)=O. The product is [CH2:32]([N:15]([CH2:16][CH2:17][C:18]1[CH:19]=[CH:20][C:21]([O:24][CH2:25][C:26]2[CH:27]=[CH:28][CH:29]=[CH:30][CH:31]=2)=[CH:22][CH:23]=1)[CH:13]([CH3:14])[C:12]([C:9]1[CH:10]=[CH:11][C:6]([OH:5])=[CH:7][CH:8]=1)=[O:39])[C:33]1[CH:38]=[CH:37][CH:36]=[CH:35][CH:34]=1. The yield is 0.960. (6) The reactants are [OH:1][C:2]1[CH:3]=[C:4]2[C:9](=[CH:10][CH:11]=1)[O:8][C:7]([CH3:13])([CH3:12])[CH2:6][C:5]2=[O:14].C(O)(=O)C.[N+:19]([O-])([O-:21])=[O:20].[K+].OS(O)(=O)=O. The catalyst is O. The product is [OH:1][C:2]1[C:3]([N+:19]([O-:21])=[O:20])=[C:4]2[C:9](=[CH:10][CH:11]=1)[O:8][C:7]([CH3:12])([CH3:13])[CH2:6][C:5]2=[O:14]. The yield is 0.720. (7) The reactants are [CH2:1]([N:6]1[C:10]([C:11]([NH:13][C:14]2[CH:18]=[C:17]([C:19]([NH:21][CH2:22][CH2:23][CH2:24][N:25]3[CH2:30][CH2:29][N:28]([CH3:31])[CH2:27][CH2:26]3)=[O:20])[N:16]([CH3:32])[CH:15]=2)=[O:12])=[CH:9][C:8]([NH:33][C:34]([C:36]2[N:37]([CH3:44])[CH:38]=[C:39]([N+:41]([O-])=O)[CH:40]=2)=[O:35])=[CH:7]1)[CH2:2][CH:3]([CH3:5])[CH3:4].[CH2:45]([OH:47])C. The catalyst is [Pd]. The product is [CH:45]([NH:41][C:39]1[CH:40]=[C:36]([C:34]([NH:33][C:8]2[CH:9]=[C:10]([C:11]([NH:13][C:14]3[CH:18]=[C:17]([C:19]([NH:21][CH2:22][CH2:23][CH2:24][N:25]4[CH2:26][CH2:27][N:28]([CH3:31])[CH2:29][CH2:30]4)=[O:20])[N:16]([CH3:32])[CH:15]=3)=[O:12])[N:6]([CH2:1][CH2:2][CH:3]([CH3:4])[CH3:5])[CH:7]=2)=[O:35])[N:37]([CH3:44])[CH:38]=1)=[O:47]. The yield is 0.530.